This data is from Full USPTO retrosynthesis dataset with 1.9M reactions from patents (1976-2016). The task is: Predict the reactants needed to synthesize the given product. (1) Given the product [NH2:36][C:2]1[CH:3]=[N:4][C:5]2[C:10]([CH:11]=1)=[CH:9][C:8]([O:12][CH3:13])=[CH:7][CH:6]=2, predict the reactants needed to synthesize it. The reactants are: Br[C:2]1[CH:3]=[N:4][C:5]2[C:10]([CH:11]=1)=[CH:9][C:8]([O:12][CH3:13])=[CH:7][CH:6]=2.F[B-](F)(F)F.C(P(C(C)(C)C)C(C)(C)C)(C)(C)C.C[Si]([N-:36][Si](C)(C)C)(C)C.[Li+]. (2) Given the product [CH3:23][C:16]1[CH:17]=[C:18]([C:25]#[C:24][Si:26]([CH3:29])([CH3:28])[CH3:27])[CH:19]=[C:20]([CH3:21])[C:15]=1[C:3]1[C:4](=[O:14])[NH:5][C:6]2([CH2:11][CH2:10][N:9]([O:12][CH3:13])[CH2:8][CH2:7]2)[C:2]=1[OH:1], predict the reactants needed to synthesize it. The reactants are: [OH:1][C:2]1[C:6]2([CH2:11][CH2:10][N:9]([O:12][CH3:13])[CH2:8][CH2:7]2)[NH:5][C:4](=[O:14])[C:3]=1[C:15]1[C:20]([CH3:21])=[CH:19][C:18](I)=[CH:17][C:16]=1[CH3:23].[C:24]([Si:26]([CH3:29])([CH3:28])[CH3:27])#[CH:25]. (3) Given the product [F:1][C:2]1[CH:3]=[C:4]2[C:9](=[CH:10][CH:11]=1)[N:8]=[C:7]([C:12]1[CH:17]=[CH:16][CH:15]=[CH:14][C:13]=1[OH:18])[N:6]=[C:5]2[N:19]1[CH2:20][CH2:21][N:22]([C:32](=[O:33])[CH2:31][CH:28]2[CH2:29][CH2:30][O:25][CH2:26][CH2:27]2)[CH2:23][CH2:24]1, predict the reactants needed to synthesize it. The reactants are: [F:1][C:2]1[CH:3]=[C:4]2[C:9](=[CH:10][CH:11]=1)[N:8]=[C:7]([C:12]1[CH:17]=[CH:16][CH:15]=[CH:14][C:13]=1[OH:18])[N:6]=[C:5]2[N:19]1[CH2:24][CH2:23][NH:22][CH2:21][CH2:20]1.[O:25]1[CH2:30][CH2:29][CH:28]([CH2:31][C:32](O)=[O:33])[CH2:27][CH2:26]1.C(N(CC)CC)C.CN(C(ON1N=NC2C=CC=NC1=2)=[N+](C)C)C.F[P-](F)(F)(F)(F)F. (4) Given the product [NH2:1][C:4]1[CH:5]=[CH:6][C:7]([CH2:10][CH2:11][NH:12][C:13](=[O:17])[C:14]([CH3:16])=[CH2:15])=[CH:8][CH:9]=1, predict the reactants needed to synthesize it. The reactants are: [N+:1]([C:4]1[CH:9]=[CH:8][C:7]([CH2:10][CH2:11][NH:12][C:13](=[O:17])[C:14]([CH3:16])=[CH2:15])=[CH:6][CH:5]=1)([O-])=O.[Cl-].[NH4+]. (5) Given the product [CH3:1][N:2]1[C:10]2[C:5](=[CH:6][C:7]([CH3:11])=[CH:8][CH:9]=2)[C:4]([C:12]([N:24]2[CH2:25][CH2:26][N:21]([C:27]3[N:28]=[CH:29][C:30]([C:33]([O:35][CH3:36])=[O:34])=[N:31][CH:32]=3)[CH2:22][CH2:23]2)=[O:13])=[C:3]1[C:15]1[CH:20]=[CH:19][CH:18]=[CH:17][CH:16]=1, predict the reactants needed to synthesize it. The reactants are: [CH3:1][N:2]1[C:10]2[C:5](=[CH:6][C:7]([CH3:11])=[CH:8][CH:9]=2)[C:4]([C:12](O)=[O:13])=[C:3]1[C:15]1[CH:20]=[CH:19][CH:18]=[CH:17][CH:16]=1.[N:21]1([C:27]2[CH:32]=[N:31][C:30]([C:33]([O:35][CH3:36])=[O:34])=[CH:29][N:28]=2)[CH2:26][CH2:25][NH:24][CH2:23][CH2:22]1.Cl.ON1C2C=CC=CC=2N=N1. (6) Given the product [CH2:3]([O:5][C:6]([C:8]1[CH:9]=[N:10][N:11]([CH3:13])[CH:12]=1)=[O:7])[CH3:4], predict the reactants needed to synthesize it. The reactants are: [H-].[Na+].[CH2:3]([O:5][C:6]([C:8]1[CH:9]=[N:10][NH:11][CH:12]=1)=[O:7])[CH3:4].[CH3:13]I. (7) Given the product [CH2:1]([O:3][C:4]([C:6]1[C:14]2[C:9](=[CH:10][C:11]([N+:16]([O-:18])=[O:17])=[C:12]([F:15])[CH:13]=2)[N:8]([CH2:22][C:23]2[CH:28]=[CH:27][CH:26]=[CH:25][CH:24]=2)[C:7]=1[CH:19]([CH3:20])[CH3:21])=[O:5])[CH3:2], predict the reactants needed to synthesize it. The reactants are: [CH2:1]([O:3][C:4]([C:6]1[C:14]2[C:9](=[CH:10][C:11]([N+:16]([O-:18])=[O:17])=[C:12]([F:15])[CH:13]=2)[NH:8][C:7]=1[CH:19]([CH3:21])[CH3:20])=[O:5])[CH3:2].[CH2:22](Br)[C:23]1[CH:28]=[CH:27][CH:26]=[CH:25][CH:24]=1.